This data is from Full USPTO retrosynthesis dataset with 1.9M reactions from patents (1976-2016). The task is: Predict the reactants needed to synthesize the given product. (1) Given the product [Cl:20][C:21]1[CH:22]=[CH:23][C:24]([I:31])=[C:25]([CH:30]=1)[CH2:26][NH2:27], predict the reactants needed to synthesize it. The reactants are: C1C=CC(P(C2C=CC=CC=2)C2C=CC=CC=2)=CC=1.[Cl:20][C:21]1[CH:22]=[CH:23][C:24]([I:31])=[C:25]([CH:30]=1)[CH2:26][N:27]=[N+]=[N-].O. (2) Given the product [CH3:1][O:2][C:3]([C:5]1[C:6](=[O:28])[C:7]2[CH:12]=[N:11][C:10]([NH:42][C:39]3[CH:40]=[CH:41][C:36]([CH:33]4[CH2:32][CH2:31][N:30]([CH3:29])[CH2:35][CH2:34]4)=[CH:37][CH:38]=3)=[N:9][C:8]=2[N:17]([C:19]2[CH:20]=[C:21]3[C:25](=[CH:26][CH:27]=2)[CH2:24][CH2:23][CH2:22]3)[CH:18]=1)=[O:4], predict the reactants needed to synthesize it. The reactants are: [CH3:1][O:2][C:3]([C:5]1[C:6](=[O:28])[C:7]2[CH:12]=[N:11][C:10](S(C)(=O)=O)=[N:9][C:8]=2[N:17]([C:19]2[CH:20]=[C:21]3[C:25](=[CH:26][CH:27]=2)[CH2:24][CH2:23][CH2:22]3)[CH:18]=1)=[O:4].[CH3:29][N:30]1[CH2:35][CH2:34][CH:33]([C:36]2[CH:41]=[CH:40][C:39]([NH2:42])=[CH:38][CH:37]=2)[CH2:32][CH2:31]1. (3) Given the product [C:11]([O:10][C:8]([NH:1][C@@H:2]([CH2:6][CH3:7])[C:3]([OH:5])=[O:4])=[O:9])([CH3:14])([CH3:13])[CH3:12], predict the reactants needed to synthesize it. The reactants are: [NH2:1][C@@H:2]([CH2:6][CH3:7])[C:3]([OH:5])=[O:4].[C:8](O[C:8]([O:10][C:11]([CH3:14])([CH3:13])[CH3:12])=[O:9])([O:10][C:11]([CH3:14])([CH3:13])[CH3:12])=[O:9]. (4) Given the product [C:42]([C:39]1[CH:40]=[CH:41][C:36]([C:25]2[NH:26][C:27]([C:29]3[CH:30]=[CH:31][C:32]([Cl:35])=[CH:33][CH:34]=3)([CH3:28])[C:23]([C:20]3[CH:21]=[CH:22][C:17]([Cl:16])=[CH:18][CH:19]=3)([CH3:49])[N:24]=2)=[C:37]([O:46][CH3:47])[CH:38]=1)([CH3:43])([CH3:44])[CH3:45], predict the reactants needed to synthesize it. The reactants are: C(C1C=CC(C(Cl)=O)=C(OC)C=1)(C)(C)C.[Cl:16][C:17]1[CH:22]=[CH:21][C:20]([C:23]2([CH3:49])[C:27]([C:29]3[CH:34]=[CH:33][C:32]([Cl:35])=[CH:31][CH:30]=3)([CH3:28])[NH:26][C:25]([C:36]3[CH:41]=[CH:40][C:39]([C:42]([CH3:45])([CH3:44])[CH3:43])=[CH:38][C:37]=3[O:46][CH2:47]C)=[N:24]2)=[CH:19][CH:18]=1. (5) Given the product [Cl:1][C:2]1[C:3]([O:13][CH2:14][C:15]2[CH:16]=[CH:17][C:18]([O:21][CH3:22])=[CH:19][CH:20]=2)=[CH:4][C:5]([O:12][CH2:36][C@@H:37]2[CH2:39][O:38]2)=[C:6]([CH:11]=1)[C:7]([O:9][CH3:10])=[O:8], predict the reactants needed to synthesize it. The reactants are: [Cl:1][C:2]1[C:3]([O:13][CH2:14][C:15]2[CH:20]=[CH:19][C:18]([O:21][CH3:22])=[CH:17][CH:16]=2)=[CH:4][C:5]([OH:12])=[C:6]([CH:11]=1)[C:7]([O:9][CH3:10])=[O:8].[N+](C1C=C(S(O[CH2:36][C@@H:37]2[CH2:39][O:38]2)(=O)=O)C=CC=1)([O-])=O.C(=O)([O-])[O-].[Cs+].[Cs+]. (6) Given the product [CH2:1]([C@H:3]1[C:7]2=[N:8][CH:9]=[C:10]([C:12]([NH:13][C@H:14]([C:18]3[CH:19]=[CH:20][C:21]([S:24]([CH2:27][CH3:28])(=[O:26])=[O:25])=[CH:22][CH:23]=3)[CH2:15][O:16][CH3:17])=[O:29])[CH:11]=[C:6]2[CH2:5][NH:4]1)[CH3:2], predict the reactants needed to synthesize it. The reactants are: [CH2:1]([C@H:3]1[C:7]2=[N:8][CH:9]=[C:10]([C:12](=[O:29])[NH:13][C@H:14]([C:18]3[CH:23]=[CH:22][C:21]([S:24]([CH2:27][CH3:28])(=[O:26])=[O:25])=[CH:20][CH:19]=3)[CH2:15][O:16][CH3:17])[CH:11]=[C:6]2[CH2:5][N:4]1C(OC(C)(C)C)=O)[CH3:2].Cl.C(OCC)(=O)C. (7) Given the product [Cl:1][C:2]1[C:6]2[CH:7]=[N+:8]([O-:26])[CH:9]=[CH:10][C:5]=2[N:4]([C:11]([O:13][CH2:14][C:15]2[CH:20]=[CH:19][CH:18]=[CH:17][CH:16]=2)=[O:12])[CH:3]=1, predict the reactants needed to synthesize it. The reactants are: [Cl:1][C:2]1[C:6]2[CH:7]=[N:8][CH:9]=[CH:10][C:5]=2[N:4]([C:11]([O:13][CH2:14][C:15]2[CH:20]=[CH:19][CH:18]=[CH:17][CH:16]=2)=[O:12])[CH:3]=1.ClC1C=C(C=CC=1)C(OO)=[O:26].C(=O)(O)[O-].[Na+]. (8) Given the product [F:27][C:26]1[CH:25]=[CH:24][C:22]([NH:4][C:3]([C:5]2[C:9]([NH:10][CH2:11][CH2:12][NH:13][S:14]([CH3:17])(=[O:16])=[O:15])=[N:8][O:7][N:6]=2)=[N:2][OH:1])=[CH:21][C:20]=1[C:19]([F:18])([F:28])[F:29], predict the reactants needed to synthesize it. The reactants are: [OH:1][NH:2][C:3]([C:5]1[C:9]([NH:10][CH2:11][CH2:12][NH:13][S:14]([CH3:17])(=[O:16])=[O:15])=[N:8][O:7][N:6]=1)=[NH:4].[F:18][C:19]([F:29])([F:28])[C:20]1[CH:21]=[C:22]([CH:24]=[CH:25][C:26]=1[F:27])N.